From a dataset of Cav3 T-type calcium channel HTS with 100,875 compounds. Binary Classification. Given a drug SMILES string, predict its activity (active/inactive) in a high-throughput screening assay against a specified biological target. (1) The molecule is S(c1nc(c(nn1)c1ccccc1)c1ccccc1)CC#N. The result is 0 (inactive). (2) The molecule is O(C(=O)c1c2n(c(c1)C(=O)C)cccc2)C. The result is 0 (inactive).